This data is from Catalyst prediction with 721,799 reactions and 888 catalyst types from USPTO. The task is: Predict which catalyst facilitates the given reaction. (1) Product: [CH2:1]([O:3][C@H:4]([CH2:8][C:9]1[CH:10]=[CH:11][C:12]([O:15][CH2:16][CH2:17][C:18]2[CH:19]=[CH:20][C:21]([O:24][S:25]([CH3:28])(=[O:26])=[O:27])=[CH:22][CH:23]=2)=[CH:13][CH:14]=1)[C:5]([NH:51][C@H:48]([C:45]1[CH:46]=[CH:47][CH:42]=[CH:43][CH:44]=1)[CH2:49][OH:50])=[O:7])[CH3:2]. The catalyst class is: 96. Reactant: [CH2:1]([O:3][CH:4]([CH2:8][C:9]1[CH:14]=[CH:13][C:12]([O:15][CH2:16][CH2:17][C:18]2[CH:23]=[CH:22][C:21]([O:24][S:25]([CH3:28])(=[O:27])=[O:26])=[CH:20][CH:19]=2)=[CH:11][CH:10]=1)[C:5]([OH:7])=O)[CH3:2].C(Cl)CCl.C(N(C(C)C)CC)(C)C.[CH:42]1[CH:47]=[CH:46][C:45]([CH:48]([NH2:51])[CH2:49][OH:50])=[CH:44][CH:43]=1.C(O)(=O)CC(CC(O)=O)(C(O)=O)O. (2) Reactant: [F:1][C:2]1[CH:7]=[CH:6][C:5]([C:8]2[N:9]=[C:10]([CH:14]3[CH2:19][CH2:18][NH:17][CH2:16][CH2:15]3)[N:11]([CH3:13])[CH:12]=2)=[CH:4][C:3]=1[C:20]([F:23])([F:22])[F:21].[NH2:24][C:25]1[C:30]([CH:31]=[O:32])=[C:29](Cl)[N:28]=[CH:27][N:26]=1.CCN(C(C)C)C(C)C.O. Product: [NH2:24][C:25]1[C:30]([CH:31]=[O:32])=[C:29]([N:17]2[CH2:18][CH2:19][CH:14]([C:10]3[N:11]([CH3:13])[CH:12]=[C:8]([C:5]4[CH:6]=[CH:7][C:2]([F:1])=[C:3]([C:20]([F:21])([F:22])[F:23])[CH:4]=4)[N:9]=3)[CH2:15][CH2:16]2)[N:28]=[CH:27][N:26]=1. The catalyst class is: 10. (3) Reactant: [CH:1]1([NH:7][C:8]2[CH:17]=[C:16]3[C:11]([C:12](=[O:28])[C:13]([CH:23]([OH:27])[C:24]([OH:26])=[O:25])=[CH:14][N:15]3[CH:18]3[CH2:22][CH2:21][CH2:20][CH2:19]3)=[CH:10][C:9]=2[F:29])[CH2:6][CH2:5][CH2:4][CH2:3][CH2:2]1.S(=O)(=O)(O)O.[C:35](=O)([O-])O.[Na+]. Product: [CH:1]1([NH:7][C:8]2[CH:17]=[C:16]3[C:11]([C:12](=[O:28])[C:13]([CH:23]([OH:27])[C:24]([O:26][CH3:35])=[O:25])=[CH:14][N:15]3[CH:18]3[CH2:22][CH2:21][CH2:20][CH2:19]3)=[CH:10][C:9]=2[F:29])[CH2:2][CH2:3][CH2:4][CH2:5][CH2:6]1. The catalyst class is: 5. (4) Reactant: Cl[C:2]1[N:7]=[C:6]2[CH2:8][N:9]([CH2:11][CH2:12][C:13]3[N:25]=[C:24]4[N:15]([C:16]([NH2:28])=[N:17][C:18]5[C:19]([O:26][CH3:27])=[CH:20][CH:21]=[CH:22][C:23]=54)[N:14]=3)[CH2:10][C:5]2=[CH:4][CH:3]=1.[CH3:29][N:30]1[CH2:35][CH2:34][NH:33][CH2:32][CH2:31]1. Product: [CH3:27][O:26][C:19]1[C:18]2[N:17]=[C:16]([NH2:28])[N:15]3[N:14]=[C:13]([CH2:12][CH2:11][N:9]4[CH2:10][C:5]5[C:6](=[N:7][C:2]([N:33]6[CH2:34][CH2:35][N:30]([CH3:29])[CH2:31][CH2:32]6)=[CH:3][CH:4]=5)[CH2:8]4)[N:25]=[C:24]3[C:23]=2[CH:22]=[CH:21][CH:20]=1. The catalyst class is: 37. (5) Reactant: [NH2:1][C:2]1[CH:3]=[C:4]([N:10]2[CH:14]=[CH:13][C:12]([C:15]3[C:23]4[C:22]([NH:24][C@H:25]([C:27]5[N:32]([C:33]6[CH:38]=[CH:37][CH:36]=[CH:35][CH:34]=6)[C:31](=[O:39])[C:30]6=[C:40]([CH3:43])[CH:41]=[CH:42][N:29]6[N:28]=5)[CH3:26])=[N:21][CH:20]=[N:19][C:18]=4[N:17]([CH2:44][O:45][CH2:46][CH2:47][Si:48]([CH3:51])([CH3:50])[CH3:49])[CH:16]=3)=[N:11]2)[CH:5]=[C:6]([O:8][CH3:9])[CH:7]=1.C(N(CC)CC)C.[CH3:59][S:60](Cl)(=[O:62])=[O:61]. Product: [CH3:9][O:8][C:6]1[CH:7]=[C:2]([NH:1][S:60]([CH3:59])(=[O:62])=[O:61])[CH:3]=[C:4]([N:10]2[CH:14]=[CH:13][C:12]([C:15]3[C:23]4[C:22]([NH:24][C@H:25]([C:27]5[N:32]([C:33]6[CH:38]=[CH:37][CH:36]=[CH:35][CH:34]=6)[C:31](=[O:39])[C:30]6=[C:40]([CH3:43])[CH:41]=[CH:42][N:29]6[N:28]=5)[CH3:26])=[N:21][CH:20]=[N:19][C:18]=4[N:17]([CH2:44][O:45][CH2:46][CH2:47][Si:48]([CH3:51])([CH3:49])[CH3:50])[CH:16]=3)=[N:11]2)[CH:5]=1. The catalyst class is: 17.